From a dataset of Reaction yield outcomes from USPTO patents with 853,638 reactions. Predict the reaction yield, written as a fraction of the theoretical maximum amount of product (1.0 means a 100% yield; for example, 0.34 means a 34% yield). (1) The reactants are [Cl:1][C:2]1[CH:10]=[CH:9][C:8](F)=[CH:7][C:3]=1[C:4]([NH2:6])=[O:5].C(=O)([O-])[O-].[K+].[K+].[NH:18]1[CH:22]=[N:21][CH:20]=[N:19]1. The catalyst is CS(C)=O.O. The product is [Cl:1][C:2]1[CH:10]=[CH:9][C:8]([N:18]2[CH:22]=[N:21][CH:20]=[N:19]2)=[CH:7][C:3]=1[C:4]([NH2:6])=[O:5]. The yield is 0.110. (2) The reactants are [CH:1]([C:4]1[CH:9]=[CH:8][C:7]([CH:10]2[C:14]3[C:15]([CH3:30])=[C:16]([NH:21][C:22](=[O:29])OCC(Cl)(Cl)Cl)[C:17]([CH3:20])=[C:18]([CH3:19])[C:13]=3[O:12][CH2:11]2)=[CH:6][CH:5]=1)([CH3:3])[CH3:2].[NH2:31][C:32]([CH3:36])([CH3:35])[CH2:33][OH:34]. The catalyst is CCCCCC.C(OCC)(=O)C. The product is [OH:34][CH2:33][C:32]([NH:31][C:22]([NH:21][C:16]1[C:17]([CH3:20])=[C:18]([CH3:19])[C:13]2[O:12][CH2:11][CH:10]([C:7]3[CH:8]=[CH:9][C:4]([CH:1]([CH3:3])[CH3:2])=[CH:5][CH:6]=3)[C:14]=2[C:15]=1[CH3:30])=[O:29])([CH3:36])[CH3:35]. The yield is 0.390. (3) The reactants are [CH:1]1[C:10]2[C:5](=[CH:6][CH:7]=[CH:8][CH:9]=2)[CH:4]=[CH:3][C:2]=1[C:11](=O)[CH2:12][C:13]1[CH:18]=[CH:17][CH:16]=[CH:15][CH:14]=1.C(O[C:23]1[CH:30]=[C:29]([OH:31])[C:28]([N+:32]([O-:34])=[O:33])=[CH:27][C:24]=1[CH:25]=O)C.[NH2:35][C:36]([NH2:38])=[O:37].Cl.[CH3:40][CH2:41][OH:42]. No catalyst specified. The product is [CH2:41]([O:42][C:30]1[CH:23]=[C:24]([CH:25]2[C:12]([C:13]3[CH:18]=[CH:17][CH:16]=[CH:15][CH:14]=3)=[C:11]([C:2]3[CH:3]=[CH:4][C:5]4[C:10](=[CH:9][CH:8]=[CH:7][CH:6]=4)[CH:1]=3)[NH:38][C:36](=[O:37])[NH:35]2)[CH:27]=[C:28]([N+:32]([O-:34])=[O:33])[C:29]=1[OH:31])[CH3:40]. The yield is 0.126. (4) The reactants are [NH2:1][CH2:2][C:3]1[O:7][N:6]=[C:5]([CH2:8][N:9]([CH2:22][C:23]([F:26])([F:25])[F:24])[C:10]2[CH:17]=[CH:16][C:13]([C:14]#[N:15])=[C:12]([C:18]([F:21])([F:20])[F:19])[CH:11]=2)[N:4]=1.[C:27](Cl)(=[O:29])[CH3:28]. The catalyst is C(Cl)Cl. The product is [C:14]([C:13]1[CH:16]=[CH:17][C:10]([N:9]([CH2:8][C:5]2[N:4]=[C:3]([CH2:2][NH:1][C:27](=[O:29])[CH3:28])[O:7][N:6]=2)[CH2:22][C:23]([F:26])([F:25])[F:24])=[CH:11][C:12]=1[C:18]([F:19])([F:20])[F:21])#[N:15]. The yield is 0.790. (5) The reactants are C(N(C(C)C)CC)(C)C.C([Li])CCC.[CH2:15]([N:22]1[CH2:27][CH2:26][CH:25]([C:28]([O:30][CH2:31][CH3:32])=[O:29])[C:24](=[O:33])[CH2:23]1)[C:16]1[CH:21]=[CH:20][CH:19]=[CH:18][CH:17]=1.CN(P(N(C)C)(N(C)C)=O)C.[CH2:45](Br)[C:46]1[CH:51]=[CH:50][CH:49]=[CH:48][CH:47]=1. The catalyst is C1COCC1. The product is [CH2:15]([N:22]1[CH2:27][CH2:26][CH:25]([C:28]([O:30][CH2:31][CH3:32])=[O:29])[C:24](=[O:33])[CH:23]1[CH2:45][C:46]1[CH:51]=[CH:50][CH:49]=[CH:48][CH:47]=1)[C:16]1[CH:17]=[CH:18][CH:19]=[CH:20][CH:21]=1. The yield is 0.470. (6) The reactants are Br[C:2]1[CH:19]=[CH:18][C:5]([O:6][C:7]2[CH:16]=[CH:15][C:10]([C:11]([O:13][CH3:14])=[O:12])=[CH:9][C:8]=2[F:17])=[CH:4][C:3]=1[CH:20]=[O:21].CC([O-])=O.[K+].[B:27]1([B:27]2[O:31][C:30]([CH3:33])([CH3:32])[C:29]([CH3:35])([CH3:34])[O:28]2)[O:31][C:30]([CH3:33])([CH3:32])[C:29]([CH3:35])([CH3:34])[O:28]1.CCCCCC.CCOC(C)=O. The catalyst is O1CCOCC1.C1C=CC(P(C2C=CC=CC=2)[C-]2C=CC=C2)=CC=1.C1C=CC(P(C2C=CC=CC=2)[C-]2C=CC=C2)=CC=1.Cl[Pd]Cl.[Fe+2]. The product is [F:17][C:8]1[CH:9]=[C:10]([CH:15]=[CH:16][C:7]=1[O:6][C:5]1[CH:18]=[CH:19][C:2]([B:27]2[O:31][C:30]([CH3:33])([CH3:32])[C:29]([CH3:35])([CH3:34])[O:28]2)=[C:3]([CH:20]=[O:21])[CH:4]=1)[C:11]([O:13][CH3:14])=[O:12]. The yield is 0.840.